Dataset: TCR-epitope binding with 47,182 pairs between 192 epitopes and 23,139 TCRs. Task: Binary Classification. Given a T-cell receptor sequence (or CDR3 region) and an epitope sequence, predict whether binding occurs between them. (1) The epitope is YLQPRTFLL. The TCR CDR3 sequence is CASSLTSGSSYNEQFF. Result: 0 (the TCR does not bind to the epitope). (2) The epitope is NLWNTFTRL. The TCR CDR3 sequence is CAISEPRSYEQYF. Result: 0 (the TCR does not bind to the epitope). (3) The epitope is FLPRVFSAV. The TCR CDR3 sequence is CASSYRTGKDTQYF. Result: 1 (the TCR binds to the epitope). (4) The epitope is KRWIILGLNK. The TCR CDR3 sequence is CASSLAVGVGVYNEQFF. Result: 0 (the TCR does not bind to the epitope). (5) The epitope is VLAWLYAAV. The TCR CDR3 sequence is CASSFRLAGGREQFF. Result: 1 (the TCR binds to the epitope). (6) The epitope is RQLLFVVEV. The TCR CDR3 sequence is CASSFEGAQETQYF. Result: 1 (the TCR binds to the epitope). (7) The epitope is IPSINVHHY. The TCR CDR3 sequence is CASSETSGFYNEQFF. Result: 0 (the TCR does not bind to the epitope). (8) The epitope is KLFIRQEEV. Result: 0 (the TCR does not bind to the epitope). The TCR CDR3 sequence is CSASAPTSYEQYF. (9) The epitope is NLSALGIFST. The TCR CDR3 sequence is CASNLGIPASYEQYF. Result: 1 (the TCR binds to the epitope). (10) The epitope is NLSALGIFST. The TCR CDR3 sequence is CASSYPTGEQYF. Result: 1 (the TCR binds to the epitope).